From a dataset of Full USPTO retrosynthesis dataset with 1.9M reactions from patents (1976-2016). Predict the reactants needed to synthesize the given product. Given the product [CH2:11]([N:13]1[C:21]2[C:16](=[CH:17][CH:18]=[CH:19][CH:20]=2)[C:15]2[CH:22]=[C:23]([CH:26]=[O:29])[CH:24]=[N:25][C:14]1=2)[CH3:12], predict the reactants needed to synthesize it. The reactants are: [H-].C([Al+]CC(C)C)C(C)C.[CH2:11]([N:13]1[C:21]2[C:16](=[CH:17][CH:18]=[CH:19][CH:20]=2)[C:15]2[CH:22]=[C:23]([C:26]#N)[CH:24]=[N:25][C:14]1=2)[CH3:12].S(=O)(=O)(O)[OH:29].C(=O)([O-])O.[Na+].